The task is: Binary Classification. Given a drug SMILES string, predict its activity (active/inactive) in a high-throughput screening assay against a specified biological target.. This data is from HIV replication inhibition screening data with 41,000+ compounds from the AIDS Antiviral Screen. (1) The molecule is Oc1nnc(O)c2c1[nH]c(=S)n2-c1ccccc1. The result is 0 (inactive). (2) The molecule is C[N+]1=C(c2ccc[n+](C)c2C=NO)OCC1(C)C.[I-]. The result is 0 (inactive). (3) The molecule is CC1(CO)NC(C(=O)O)Cc2c1[nH]c1ccccc21. The result is 0 (inactive). (4) The compound is O=c1[nH]c(=O)n(C2C=CC(CO)O2)cc1C(OCC(F)(F)F)OCC(F)(F)F. The result is 0 (inactive). (5) The molecule is CC(=O)C1C(=O)C(=O)N(c2ccc(Cl)cc2C)C1=O. The result is 0 (inactive).